From a dataset of Forward reaction prediction with 1.9M reactions from USPTO patents (1976-2016). Predict the product of the given reaction. Given the reactants C(=O)([O-])[O-].[Cs+].[Cs+].[CH2:7]([C:9]1[CH:10]=[CH:11][C:12]([OH:23])=[C:13]([C:15]([C:17]2[CH:22]=[CH:21][CH:20]=[CH:19][CH:18]=2)=[O:16])[CH:14]=1)[CH3:8].C1(C)C=CC(S(O[CH:34]([CH3:41])[CH2:35][CH2:36][O:37][C:38](=[O:40])[CH3:39])(=O)=O)=CC=1, predict the reaction product. The product is: [C:15]([C:13]1[CH:14]=[C:9]([CH2:7][CH3:8])[CH:10]=[CH:11][C:12]=1[O:23][CH:34]([CH3:41])[CH2:35][CH2:36][O:37][C:38](=[O:40])[CH3:39])(=[O:16])[C:17]1[CH:22]=[CH:21][CH:20]=[CH:19][CH:18]=1.